Dataset: Full USPTO retrosynthesis dataset with 1.9M reactions from patents (1976-2016). Task: Predict the reactants needed to synthesize the given product. (1) Given the product [C:19]([O:22][C@@H:23]1[C@@H:35]([O:36][C:37](=[O:39])[CH3:38])[C@H:34]([O:40][C:41](=[O:43])[CH3:42])[C@@H:33]([CH2:44][O:45][C:46](=[O:48])[CH3:47])[O:32][C@H:24]1[O:1][C:2]1[CH:10]=[CH:9][CH:8]=[C:7]2[C:3]=1[C:4]([CH2:11][CH2:12][C:13]1[CH:18]=[CH:17][CH:16]=[CH:15][CH:14]=1)=[CH:5][NH:6]2)(=[O:21])[CH3:20], predict the reactants needed to synthesize it. The reactants are: [OH:1][C:2]1[CH:10]=[CH:9][CH:8]=[C:7]2[C:3]=1[C:4]([CH2:11][CH2:12][C:13]1[CH:18]=[CH:17][CH:16]=[CH:15][CH:14]=1)=[CH:5][NH:6]2.[C:19]([O:22][C@@H:23]1[C@@H:35]([O:36][C:37](=[O:39])[CH3:38])[C@H:34]([O:40][C:41](=[O:43])[CH3:42])[C@@H:33]([CH2:44][O:45][C:46](=[O:48])[CH3:47])[O:32][C@@H:24]1OC(=N)C(Cl)(Cl)Cl)(=[O:21])[CH3:20]. (2) Given the product [OH:24][C:22]1[C:5](/[CH:12]=[CH:13]/[CH3:14])=[C:6]2[C:7]([C:2](=[O:1])[C:3]([CH3:4])=[C:16]([CH3:17])[O:19]2)=[C:8]([CH3:9])[C:23]=1/[CH:28]=[CH:29]/[CH3:30], predict the reactants needed to synthesize it. The reactants are: [OH:1][C:2]1[C:7](/[CH:8]=[CH:9]/C)=[C:6](O)[C:5](/[CH:12]=[CH:13]/[CH3:14])=[C:4](C)[C:3]=1[C:16](=[O:19])[CH2:17]C.[H-].[Na+].[C:22](Cl)(=[O:24])[CH3:23].O.O1C[CH2:30][CH2:29][CH2:28]1. (3) Given the product [C:7]([O:6][C:4](=[O:5])[C:3](=[N:12][OH:13])[C:2](=[O:1])[CH3:11])([CH3:10])([CH3:9])[CH3:8], predict the reactants needed to synthesize it. The reactants are: [O:1]=[C:2]([CH3:11])[CH2:3][C:4]([O:6][C:7]([CH3:10])([CH3:9])[CH3:8])=[O:5].[N:12]([O-])=[O:13].[Na+]. (4) Given the product [CH2:1]([O:3][C:4]([C:6]1([C:9]2[CH:10]=[CH:11][C:12]([C:15]3[CH:20]=[CH:19][C:18]([C:21]4[O:25][N:24]=[C:23]([CH3:26])[C:22]=4[NH:27][C:32](=[O:33])[C:31]4[CH:35]=[CH:36][CH:37]=[C:29]([Br:28])[CH:30]=4)=[CH:17][CH:16]=3)=[CH:13][CH:14]=2)[CH2:8][CH2:7]1)=[O:5])[CH3:2], predict the reactants needed to synthesize it. The reactants are: [CH2:1]([O:3][C:4]([C:6]1([C:9]2[CH:14]=[CH:13][C:12]([C:15]3[CH:20]=[CH:19][C:18]([C:21]4[O:25][N:24]=[C:23]([CH3:26])[C:22]=4[NH2:27])=[CH:17][CH:16]=3)=[CH:11][CH:10]=2)[CH2:8][CH2:7]1)=[O:5])[CH3:2].[Br:28][C:29]1[CH:30]=[C:31]([CH:35]=[CH:36][CH:37]=1)[C:32](O)=[O:33]. (5) Given the product [NH2:1][C:2]1[CH:9]=[C:8]([O:19][CH2:18][CH:13]2[CH2:14][CH2:15][CH2:16][CH2:17][N:12]2[CH3:11])[C:5]([C:6]#[N:7])=[CH:4][N:3]=1, predict the reactants needed to synthesize it. The reactants are: [NH2:1][C:2]1[CH:9]=[C:8](F)[C:5]([C:6]#[N:7])=[CH:4][N:3]=1.[CH3:11][N:12]1[CH2:17][CH2:16][CH2:15][CH2:14][CH:13]1[CH2:18][OH:19]. (6) Given the product [I:1][C:2]1[CH:3]=[C:4]([NH2:9])[C:5]([NH2:6])=[CH:7][CH:8]=1, predict the reactants needed to synthesize it. The reactants are: [I:1][C:2]1[CH:8]=[CH:7][C:5]([NH2:6])=[C:4]([N+:9]([O-])=O)[CH:3]=1.O.O.Cl[Sn]Cl. (7) Given the product [NH2:16][C:11]1[CH:12]=[C:13]2[C:8](=[CH:9][CH:10]=1)[N:7]([CH2:19][CH3:20])[C:6](=[O:21])[N:5]([CH2:4][CH:1]1[CH2:3][CH2:2]1)[C:14]2=[O:15], predict the reactants needed to synthesize it. The reactants are: [CH:1]1([CH2:4][N:5]2[C:14](=[O:15])[C:13]3[C:8](=[CH:9][CH:10]=[C:11]([N+:16]([O-])=O)[CH:12]=3)[N:7]([CH2:19][CH3:20])[C:6]2=[O:21])[CH2:3][CH2:2]1.[H][H]. (8) Given the product [CH:50]([O:53][C:38]([O:39][CH:32]([N:12]1[N:11]=[C:10]([C:14]([O:16][CH2:17][CH3:18])=[O:15])[C:9]([C:7](=[O:8])[C:6]2[CH:19]=[C:20]([O:21][CH3:22])[C:3]([O:2][CH3:1])=[CH:4][C:5]=2[N+:23]([O-:25])=[O:24])=[N:13]1)[CH:27]([CH3:28])[CH3:37])=[O:26])([CH3:52])[CH3:51], predict the reactants needed to synthesize it. The reactants are: [CH3:1][O:2][C:3]1[C:20]([O:21][CH3:22])=[CH:19][C:6]([C:7]([C:9]2[NH:13][N:12]=[N:11][C:10]=2[C:14]([O:16][CH2:17][CH3:18])=[O:15])=[O:8])=[C:5]([N+:23]([O-:25])=[O:24])[CH:4]=1.[OH2:26].[C:27]1([CH3:37])[CH:32]=CC(S(O)(=O)=O)=C[CH:28]=1.[C:38](N1C=CN=C1)(N1C=CN=C1)=[O:39].[CH:50]([OH:53])([CH3:52])[CH3:51]. (9) The reactants are: [CH3:1]OCOC.[ClH:6].Cl.Cl.[CH3:9][O:10][C:11]1[CH:35]=[CH:34][C:14]([CH2:15][CH2:16][NH:17][C:18]([NH:20][C:21]([NH:23][CH2:24][CH2:25][CH2:26][CH2:27][CH2:28][CH2:29][CH2:30][CH2:31][CH2:32][CH3:33])=[NH:22])=[NH:19])=[CH:13][CH:12]=1. Given the product [ClH:6].[CH2:24]([NH:23][C:21]1[NH:20][C:18]([NH:17][CH2:16][CH2:15][C:14]2[CH:13]=[CH:12][C:11]([O:10][CH3:9])=[CH:35][CH:34]=2)=[N:19][CH2:1][N:22]=1)[CH2:25][CH2:26][CH2:27][CH2:28][CH2:29][CH2:30][CH2:31][CH2:32][CH3:33], predict the reactants needed to synthesize it.